Dataset: Full USPTO retrosynthesis dataset with 1.9M reactions from patents (1976-2016). Task: Predict the reactants needed to synthesize the given product. (1) The reactants are: [C:1]([C:5]1[CH:9]=[C:8]([NH2:10])[N:7]([C:11]2[CH:16]=[CH:15][C:14]([CH2:17][OH:18])=[C:13](Cl)[CH:12]=2)[N:6]=1)([CH3:4])([CH3:3])[CH3:2].N1C=CN=C1.Cl[Si:26]([CH:33]([CH3:35])[CH3:34])([CH:30]([CH3:32])[CH3:31])[CH:27]([CH3:29])[CH3:28].C1C[O:39][CH2:38]C1. Given the product [C:1]([C:5]1[CH:9]=[C:8]([NH2:10])[N:7]([C:11]2[CH:16]=[CH:15][C:14]([CH2:17][O:18][Si:26]([CH:33]([CH3:35])[CH3:34])([CH:30]([CH3:32])[CH3:31])[CH:27]([CH3:29])[CH3:28])=[C:13]([O:39][CH3:38])[CH:12]=2)[N:6]=1)([CH3:4])([CH3:3])[CH3:2], predict the reactants needed to synthesize it. (2) Given the product [F:11][C:12]1[CH:17]=[CH:16][CH:15]=[C:14]([F:18])[C:13]=1[C:2]1[N:7]=[C:6]([C:8]([OH:10])=[O:9])[CH:5]=[CH:4][CH:3]=1, predict the reactants needed to synthesize it. The reactants are: Br[C:2]1[N:7]=[C:6]([C:8]([OH:10])=[O:9])[CH:5]=[CH:4][CH:3]=1.[F:11][C:12]1[CH:17]=[CH:16][CH:15]=[C:14]([F:18])[C:13]=1B(O)O. (3) Given the product [CH2:7]([N:27]([CH2:28][CH2:33][CH2:32][CH3:31])[C:6]1[CH:5]=[CH:4][C:3]([C@H:8]([NH:12][P:13]([C:21]2[CH:26]=[CH:25][CH:24]=[CH:23][CH:22]=2)([C:15]2[CH:20]=[CH:19][CH:18]=[CH:17][CH:16]=2)=[O:14])[CH2:9][CH:10]=[CH2:11])=[CH:2][CH:7]=1)[CH2:2][CH2:3][CH3:4], predict the reactants needed to synthesize it. The reactants are: F[C:2]1[CH:7]=[CH:6][CH:5]=[CH:4][C:3]=1[C@H:8]([NH:12][P:13]([C:21]1[CH:26]=[CH:25][CH:24]=[CH:23][CH:22]=1)([C:15]1[CH:20]=[CH:19][CH:18]=[CH:17][CH:16]=1)=[O:14])[CH2:9][CH:10]=[CH2:11].[NH2:27][C:28]1[CH:33]=[CH:32][CH:31]=CC=1O.CO.[O-2].[Al+3].[O-2].[O-2].[Al+3]. (4) Given the product [CH2:7]([S:8][C:16]1[C:21]([CH2:22][CH3:23])=[CH:20][C:19]([N+:24]([O-:26])=[O:25])=[CH:18][N:17]=1)[C:1]1[CH:6]=[CH:5][CH:4]=[CH:3][CH:2]=1, predict the reactants needed to synthesize it. The reactants are: [C:1]1([CH2:7][SH:8])[CH:6]=[CH:5][CH:4]=[CH:3][CH:2]=1.C(=O)([O-])[O-].[K+].[K+].Cl[C:16]1[C:21]([CH2:22][CH3:23])=[CH:20][C:19]([N+:24]([O-:26])=[O:25])=[CH:18][N:17]=1. (5) The reactants are: [C@@H:1]1([N:13]2[CH2:18][CH:17]=[C:16]([C:19]3[C:27]4[C:22](=[CH:23][CH:24]=[C:25]([N+:28]#[C-:29])[CH:26]=4)[N:21]([CH2:30][CH:31]4[CH2:33][O:32]4)[CH:20]=3)[CH2:15][CH2:14]2)[C:11]2=[C:12]3[C:7](=[CH:8][CH:9]=[CH:10]2)[CH:6]=[CH:5][CH:4]=[C:3]3[CH2:2]1.[CH3:34][NH2:35]. Given the product [C@H:1]1([N:13]2[CH2:18][CH:17]=[C:16]([C:19]3[C:27]4[C:22](=[CH:23][CH:24]=[C:25]([N+:28]#[C-:29])[CH:26]=4)[N:21]([CH2:30][CH:31]([OH:32])[CH2:33][NH:35][CH3:34])[CH:20]=3)[CH2:15][CH2:14]2)[C:11]2=[C:12]3[C:7](=[CH:8][CH:9]=[CH:10]2)[CH:6]=[CH:5][CH:4]=[C:3]3[CH2:2]1, predict the reactants needed to synthesize it. (6) Given the product [C:4]([NH:5][CH2:6][C:8]1[N:9]=[C:10]([N:13]2[CH2:16][CH:15]([S:17][C:18]3[C@H:19]([CH3:32])[C@@H:20]4[C@@H:27]([C@H:28]([OH:30])[CH3:29])[C:26](=[O:31])[N:21]4[C:22]=3[C:23]([O:25][CH2:65][C:66]3[CH:67]=[CH:68][C:69]([N+:72]([O-:74])=[O:73])=[CH:70][CH:71]=3)=[O:24])[CH2:14]2)[S:11][CH:12]=1)(=[O:92])[C:3]1[CH:37]=[CH:36][CH:84]=[CH:82][CH:83]=1, predict the reactants needed to synthesize it. The reactants are: [Na+].O[CH2:3][CH2:4][N:5](C(C)C)[C:6]([C:8]1[N:9]=[C:10]([N:13]2[CH2:16][CH:15]([S:17][C:18]3[C@H:19]([CH3:32])[C@@H:20]4[C@@H:27]([C@H:28]([OH:30])[CH3:29])[C:26](=[O:31])[N:21]4[C:22]=3[C:23]([O-:25])=[O:24])[CH2:14]2)[S:11][CH:12]=1)=O.[C:36](O)(=O)[CH3:37].NN.C1(P(OC2[C@H](C)[C@H]3[C@@H]([C@H](O)C)C(=O)N3C=2C(O[CH2:65][C:66]2[CH:71]=[CH:70][C:69]([N+:72]([O-:74])=[O:73])=[CH:68][CH:67]=2)=O)(C2C=CC=CC=2)=O)C=CC=CC=1.[CH:82](N(C(C)C)CC)([CH3:84])[CH3:83].C(=O)([O-])[OH:92].[Na+]. (7) Given the product [CH:21]1[N:25]([CH2:26][O:27][CH2:28][CH2:29][OH:30])[C:24]2[N:31]=[C:32]([NH2:36])[N:33]=[C:34]([OH:35])[C:23]=2[N:22]=1.[CH:1]1[CH:6]=[C:5]([CH2:7][C:8]([O-:10])=[O:9])[C:4]([NH:11][C:12]2[C:13]([Cl:19])=[CH:14][CH:15]=[CH:16][C:17]=2[Cl:18])=[CH:3][CH:2]=1.[Na+:20], predict the reactants needed to synthesize it. The reactants are: [CH:1]1[CH:6]=[C:5]([CH2:7][C:8]([O-:10])=[O:9])[C:4]([NH:11][C:12]2[C:17]([Cl:18])=[CH:16][CH:15]=[CH:14][C:13]=2[Cl:19])=[CH:3][CH:2]=1.[Na+:20].[CH:21]1[N:25]([CH2:26][O:27][CH2:28][CH2:29][OH:30])[C:24]2[N:31]=[C:32]([NH2:36])[N:33]=[C:34]([OH:35])[C:23]=2[N:22]=1.